Dataset: Catalyst prediction with 721,799 reactions and 888 catalyst types from USPTO. Task: Predict which catalyst facilitates the given reaction. (1) Reactant: [O:1]1[CH2:6][CH2:5][N:4]([C:7]2[C:8]3[N:9]([CH:24]=[C:25]([CH:27]=[CH:28][C:29]4[CH:38]=[CH:37][C:36]5[C:31](=[CH:32][CH:33]=[CH:34][CH:35]=5)[N:30]=4)[N:26]=3)[C:10]([C:13]3[CH:14]=[CH:15][C:16](/[C:19](=[N:22]\[H])/[NH:20][NH2:21])=[N:17][CH:18]=3)=[CH:11][N:12]=2)[CH2:3][CH2:2]1.O.[C:40]([O-])(O)=O.[Na+]. Product: [N:21]1[NH:20][C:19]([C:16]2[N:17]=[CH:18][C:13]([C:10]3[N:9]4[CH:24]=[C:25](/[CH:27]=[CH:28]/[C:29]5[CH:38]=[CH:37][C:36]6[C:31](=[CH:32][CH:33]=[CH:34][CH:35]=6)[N:30]=5)[N:26]=[C:8]4[C:7]([N:4]4[CH2:5][CH2:6][O:1][CH2:2][CH2:3]4)=[N:12][CH:11]=3)=[CH:14][CH:15]=2)=[N:22][CH:40]=1. The catalyst class is: 106. (2) Reactant: [Si]([O:8][CH2:9][C@@:10]1([CH3:35])[S:16][CH2:15][CH2:14][N:13]2[C:17]([C:20]3([C:23]4[CH:28]=[CH:27][C:26]([C:29]5[CH:30]=[N:31][CH:32]=[CH:33][CH:34]=5)=[CH:25][CH:24]=4)[CH2:22][CH2:21]3)=[N:18][N:19]=[C:12]2[CH2:11]1)(C(C)(C)C)(C)C.Cl. Product: [CH3:35][C@:10]1([CH2:9][OH:8])[S:16][CH2:15][CH2:14][N:13]2[C:17]([C:20]3([C:23]4[CH:28]=[CH:27][C:26]([C:29]5[CH:30]=[N:31][CH:32]=[CH:33][CH:34]=5)=[CH:25][CH:24]=4)[CH2:22][CH2:21]3)=[N:18][N:19]=[C:12]2[CH2:11]1. The catalyst class is: 71. (3) Reactant: [C:1]([CH:3]1[CH2:6][N:5]([C:7]([O:9][C:10]([CH3:13])([CH3:12])[CH3:11])=[O:8])[CH2:4]1)#[N:2].[Br:14][C:15]1[CH:20]=[CH:19][C:18]([CH2:21]Br)=[C:17]([I:23])[CH:16]=1.[Li+].C[Si]([N-][Si](C)(C)C)(C)C. Product: [Br:14][C:15]1[CH:20]=[CH:19][C:18]([CH2:21][C:3]2([C:1]#[N:2])[CH2:6][N:5]([C:7]([O:9][C:10]([CH3:13])([CH3:12])[CH3:11])=[O:8])[CH2:4]2)=[C:17]([I:23])[CH:16]=1. The catalyst class is: 1. (4) Reactant: [B:1](OC(C)C)([O:6]C(C)C)[O:2]C(C)C.[CH2:14]([O:21][C:22]1[CH:27]=[CH:26][C:25](Br)=[C:24]([CH:29]=[CH2:30])[CH:23]=1)[C:15]1[CH:20]=[CH:19][CH:18]=[CH:17][CH:16]=1.C([Li])CCC.Cl. Product: [CH2:14]([O:21][C:22]1[CH:27]=[CH:26][C:25]([B:1]([OH:6])[OH:2])=[C:24]([CH:29]=[CH2:30])[CH:23]=1)[C:15]1[CH:20]=[CH:19][CH:18]=[CH:17][CH:16]=1. The catalyst class is: 20. (5) Reactant: [N:1]([CH2:4][C:5]1[CH:6]=[CH:7][C:8]([CH3:29])=[C:9]([C:11]2[N:16]=[C:15]3[N:17]([CH3:28])[S:18](=[O:27])(=[O:26])[N:19]([CH2:20][CH:21]4[CH2:23][C:22]4([F:25])[F:24])[C:14]3=[CH:13][CH:12]=2)[CH:10]=1)=[N+]=[N-].C1(P(C2C=CC=CC=2)C2C=CC=CC=2)C=CC=CC=1.O. Product: [F:25][C:22]1([F:24])[CH2:23][CH:21]1[CH2:20][N:19]1[C:14]2[C:15](=[N:16][C:11]([C:9]3[CH:10]=[C:5]([CH2:4][NH2:1])[CH:6]=[CH:7][C:8]=3[CH3:29])=[CH:12][CH:13]=2)[N:17]([CH3:28])[S:18]1(=[O:26])=[O:27]. The catalyst class is: 49. (6) Reactant: Br[CH2:2][C:3]1[CH:12]=[CH:11][C:10]2[C:5](=[CH:6][CH:7]=[CH:8][CH:9]=2)[CH:4]=1.[O:13]=[CH:14][C:15]1[CH:23]=[CH:22][C:20]([OH:21])=[C:17]([O:18][CH3:19])[CH:16]=1.C(=O)([O-])[O-].[K+].[K+]. Product: [CH3:19][O:18][C:17]1[CH:16]=[C:15]([CH:23]=[CH:22][C:20]=1[O:21][CH2:2][C:3]1[CH:12]=[CH:11][C:10]2[C:5](=[CH:6][CH:7]=[CH:8][CH:9]=2)[CH:4]=1)[CH:14]=[O:13]. The catalyst class is: 21. (7) Reactant: Cl.[NH2:2][C@H:3]1[CH2:7][O:6][CH2:5][C@H:4]1[OH:8].CCN(C(C)C)C(C)C.[CH3:18][O:19][C:20]1[CH:28]=[CH:27][CH:26]=[C:25]([O:29][CH3:30])[C:21]=1[C:22](Cl)=[O:23]. Product: [OH:8][C@H:4]1[CH2:5][O:6][CH2:7][C@H:3]1[NH:2][C:22](=[O:23])[C:21]1[C:25]([O:29][CH3:30])=[CH:26][CH:27]=[CH:28][C:20]=1[O:19][CH3:18]. The catalyst class is: 4. (8) Reactant: [C:1](Cl)(=[O:3])[CH3:2].[Br:5][C:6]1[C:7]([O:19][CH:20]2[CH2:23][CH2:22][CH2:21]2)=[C:8]2[C:13](=[C:14]([F:17])[C:15]=1[F:16])[NH:12][C@@H:11]([CH3:18])[CH2:10][CH2:9]2. Product: [Br:5][C:6]1[C:7]([O:19][CH:20]2[CH2:21][CH2:22][CH2:23]2)=[C:8]2[C:13](=[C:14]([F:17])[C:15]=1[F:16])[N:12]([C:1](=[O:3])[CH3:2])[C@@H:11]([CH3:18])[CH2:10][CH2:9]2. The catalyst class is: 272. (9) Reactant: [H-].[Na+].[CH3:3][S:4]([NH2:7])(=[O:6])=[O:5].[Cl:8][C:9]1[CH:10]=[C:11]([CH:16]2[CH2:25][C:24]([CH3:27])([CH3:26])[C:23]3[N:22]=[C:21]([C:28](O)=[O:29])[CH:20]=[CH:19][C:18]=3[NH:17]2)[CH:12]=[CH:13][C:14]=1[F:15].C(N1C=CN=C1)(N1C=CN=C1)=O. Product: [Cl:8][C:9]1[CH:10]=[C:11]([CH:16]2[CH2:25][C:24]([CH3:26])([CH3:27])[C:23]3[N:22]=[C:21]([C:28]([NH:7][S:4]([CH3:3])(=[O:6])=[O:5])=[O:29])[CH:20]=[CH:19][C:18]=3[NH:17]2)[CH:12]=[CH:13][C:14]=1[F:15]. The catalyst class is: 35. (10) The catalyst class is: 20. Product: [CH3:2][O:3][C:4]1[CH:9]=[CH:8][C:7]([C:10]#[C:11][C:12]2[CH:17]=[CH:16][C:15]([CH:23]=[O:24])=[CH:14][CH:13]=2)=[CH:6][CH:5]=1. Reactant: [Mg].[CH3:2][O:3][C:4]1[CH:9]=[CH:8][C:7]([C:10]#[C:11][C:12]2[CH:17]=[CH:16][C:15](Br)=[CH:14][CH:13]=2)=[CH:6][CH:5]=1.N#N.II.[CH:23](N1CCCCC1)=[O:24].Cl.